From a dataset of NCI-60 drug combinations with 297,098 pairs across 59 cell lines. Regression. Given two drug SMILES strings and cell line genomic features, predict the synergy score measuring deviation from expected non-interaction effect. (1) Drug 1: C1=CC(=CC=C1CCC2=CNC3=C2C(=O)NC(=N3)N)C(=O)NC(CCC(=O)O)C(=O)O. Drug 2: C1=CC=C(C(=C1)C(C2=CC=C(C=C2)Cl)C(Cl)Cl)Cl. Cell line: HOP-92. Synergy scores: CSS=17.0, Synergy_ZIP=-1.37, Synergy_Bliss=5.00, Synergy_Loewe=-13.2, Synergy_HSA=5.44. (2) Drug 1: COC1=CC(=CC(=C1O)OC)C2C3C(COC3=O)C(C4=CC5=C(C=C24)OCO5)OC6C(C(C7C(O6)COC(O7)C8=CC=CS8)O)O. Drug 2: CC1C(C(=O)NC(C(=O)N2CCCC2C(=O)N(CC(=O)N(C(C(=O)O1)C(C)C)C)C)C(C)C)NC(=O)C3=C4C(=C(C=C3)C)OC5=C(C(=O)C(=C(C5=N4)C(=O)NC6C(OC(=O)C(N(C(=O)CN(C(=O)C7CCCN7C(=O)C(NC6=O)C(C)C)C)C)C(C)C)C)N)C. Cell line: RXF 393. Synergy scores: CSS=19.8, Synergy_ZIP=3.82, Synergy_Bliss=5.10, Synergy_Loewe=5.34, Synergy_HSA=5.28. (3) Drug 1: C1=C(C(=O)NC(=O)N1)N(CCCl)CCCl. Drug 2: CC(C)(C#N)C1=CC(=CC(=C1)CN2C=NC=N2)C(C)(C)C#N. Cell line: NCI-H226. Synergy scores: CSS=9.40, Synergy_ZIP=-3.69, Synergy_Bliss=-1.90, Synergy_Loewe=-1.14, Synergy_HSA=-0.946. (4) Drug 1: C(CC(=O)O)C(=O)CN.Cl. Drug 2: C1CCC(C(C1)N)N.C(=O)(C(=O)[O-])[O-].[Pt+4]. Cell line: SK-OV-3. Synergy scores: CSS=22.9, Synergy_ZIP=-5.39, Synergy_Bliss=-0.00794, Synergy_Loewe=-0.253, Synergy_HSA=1.44.